Dataset: Catalyst prediction with 721,799 reactions and 888 catalyst types from USPTO. Task: Predict which catalyst facilitates the given reaction. (1) Reactant: [CH2:1]([O:8][C:9]1[CH:36]=[CH:35][C:12]2[NH:13][C:14]([C:19]3[C:20](=[O:34])[N:21]([N:30]=[CH:31][CH2:32][CH3:33])[C:22]4[C:27]([C:28]=3[OH:29])=[CH:26][CH:25]=[CH:24][CH:23]=4)=[N:15][S:16](=[O:18])(=[O:17])[C:11]=2[CH:10]=1)[C:2]1[CH:7]=[CH:6][CH:5]=[CH:4][CH:3]=1.CO.[BH4-].[Li+]. Product: [CH2:1]([O:8][C:9]1[CH:36]=[CH:35][C:12]2[NH:13][C:14]([C:19]3[C:20](=[O:34])[N:21]([NH:30][CH2:31][CH2:32][CH3:33])[C:22]4[C:27]([C:28]=3[OH:29])=[CH:26][CH:25]=[CH:24][CH:23]=4)=[N:15][S:16](=[O:18])(=[O:17])[C:11]=2[CH:10]=1)[C:2]1[CH:3]=[CH:4][CH:5]=[CH:6][CH:7]=1. The catalyst class is: 632. (2) Reactant: [C:1]([C:3]1[CH:4]=[C:5]([C:14]2[S:18][C:17]([C:19]([OH:21])=[O:20])=[CH:16][CH:15]=2)[CH:6]=[CH:7][C:8]=1[S:9][CH2:10][CH:11]([CH3:13])[CH3:12])#[N:2].[OH-].[Na+:23]. Product: [C:1]([C:3]1[CH:4]=[C:5]([C:14]2[S:18][C:17]([C:19]([O-:21])=[O:20])=[CH:16][CH:15]=2)[CH:6]=[CH:7][C:8]=1[S:9][CH2:10][CH:11]([CH3:13])[CH3:12])#[N:2].[Na+:23]. The catalyst class is: 8.